This data is from Peptide-MHC class I binding affinity with 185,985 pairs from IEDB/IMGT. The task is: Regression. Given a peptide amino acid sequence and an MHC pseudo amino acid sequence, predict their binding affinity value. This is MHC class I binding data. (1) The peptide sequence is KGPDKLQVY. The MHC is HLA-A26:01 with pseudo-sequence HLA-A26:01. The binding affinity (normalized) is 0.0847. (2) The binding affinity (normalized) is 0.768. The MHC is Mamu-B17 with pseudo-sequence Mamu-B17. The peptide sequence is KRVKHGDLW. (3) The binding affinity (normalized) is 0.0847. The peptide sequence is AVFDGCVVY. The MHC is HLA-B08:02 with pseudo-sequence HLA-B08:02. (4) The MHC is HLA-A03:01 with pseudo-sequence HLA-A03:01. The binding affinity (normalized) is 0.200. The peptide sequence is ISQFSYKELY. (5) The peptide sequence is KLYLRPWWH. The MHC is HLA-A80:01 with pseudo-sequence HLA-A80:01. The binding affinity (normalized) is 0.0847.